Dataset: Reaction yield outcomes from USPTO patents with 853,638 reactions. Task: Predict the reaction yield, written as a fraction of the theoretical maximum amount of product (1.0 means a 100% yield; for example, 0.34 means a 34% yield). The reactants are [CH3:1][C:2]1[CH:7]=[C:6]([CH3:8])[NH:5][C:4](=[O:9])[C:3]=1[CH2:10][NH:11][C:12]([C:14]1[C:15]2[CH:30]=[N:29][N:28]([CH:31]([CH3:33])[CH3:32])[C:16]=2[N:17]=[C:18]([C:20]2[CH:25]=[CH:24][C:23]([CH2:26]O)=[CH:22][CH:21]=2)[CH:19]=1)=[O:13].C1(P(C2C=CC=CC=2)C2C=CC=CC=2)C=CC=CC=1.C(Br)(Br)(Br)[Br:54]. The catalyst is C(Cl)Cl. The product is [Br:54][CH2:26][C:23]1[CH:22]=[CH:21][C:20]([C:18]2[CH:19]=[C:14]([C:12]([NH:11][CH2:10][C:3]3[C:4](=[O:9])[NH:5][C:6]([CH3:8])=[CH:7][C:2]=3[CH3:1])=[O:13])[C:15]3[CH:30]=[N:29][N:28]([CH:31]([CH3:33])[CH3:32])[C:16]=3[N:17]=2)=[CH:25][CH:24]=1. The yield is 0.345.